Predict the reactants needed to synthesize the given product. From a dataset of Full USPTO retrosynthesis dataset with 1.9M reactions from patents (1976-2016). (1) Given the product [N:1]1([C:5]2[CH:10]=[CH:9][N:8]3[CH:11]=[C:12]([C:14]4[CH:19]=[CH:18][C:17]([O:20][CH2:32][F:33])=[CH:16][CH:15]=4)[N:13]=[C:7]3[CH:6]=2)[CH2:2][CH2:3][CH2:4]1, predict the reactants needed to synthesize it. The reactants are: [N:1]1([C:5]2[CH:10]=[CH:9][N:8]3[CH:11]=[C:12]([C:14]4[CH:19]=[CH:18][C:17]([OH:20])=[CH:16][CH:15]=4)[N:13]=[C:7]3[CH:6]=2)[CH2:4][CH2:3][CH2:2]1.CC1C=CC(S(O[CH2:32][F:33])(=O)=O)=CC=1. (2) Given the product [CH3:4][C:3]([CH3:14])([CH2:5][CH:9]=[CH2:10])[C:2]([O:7][CH3:8])=[O:6], predict the reactants needed to synthesize it. The reactants are: [Li].[C:2]([O:7][CH3:8])(=[O:6])[CH:3]([CH3:5])[CH3:4].[CH2:9](Br)[CH:10]=C.O.[CH2:14]1COCC1. (3) The reactants are: F[C:2]1[CH:7]=[CH:6]C=C[C:3]=1[C:8]1[CH:13]=[CH:12][C:11]([C:14]2[CH:23]=[C:22]3[C:17]([CH:18]=[CH:19][CH:20]=[N:21]3)=[C:16]([NH:24][CH2:25][CH2:26][CH2:27][NH2:28])[N:15]=2)=[CH:10][CH:9]=1.COC1C=C(C2C=C3C(C=CC=N3)=C(NCCCN)N=2)C=C(OC)C=1OC.CC1C=C(C2C=C3C(C=CC=N3)=C(NCCCN)N=2)C=CC=1C.NCC(O)CNC1N=C(C2C=CC3C(=CC=CC=3)C=2)C=C2C=1C=CC=N2.NCC(O)CNC1N=C(C2C=CC(C3C=CC=CC=3F)=CC=2)C=C2C=1C=CC=N2.NCC(O)CNC1N=C(C2C=CC(C3C=CC(OC)=CC=3)=CC=2)C=C2C=1C=CC=N2.NCC(O)CNC1N=C(C2C=C(OC)C(OC)=C(OC)C=2)C=C2C=1C=CC=N2.NCC(O)CNC1N=C(C2C=CC(Br)=CC=2)C=C2C=1C=CC=N2.COC1C=CC(C2C=CC(C3C=C4C(C=CC=N4)=C(NCC(C)(C)CN)N=3)=CC=2)=CC=1.CN(C)C1C=CC(C2C=C3C(C=CC=N3)=C(NCC(O)C)N=2)=CC=1.CN(C)C1C=CC(C2C=C3C(C=CC=N3)=C(NCCSCCO)N=2)=CC=1. Given the product [CH:10]1[C:9]2[C:8](=[CH:3][CH:2]=[CH:7][CH:6]=2)[CH:13]=[CH:12][C:11]=1[C:14]1[CH:23]=[C:22]2[C:17]([CH:18]=[CH:19][CH:20]=[N:21]2)=[C:16]([NH:24][CH2:25][CH2:26][CH2:27][NH2:28])[N:15]=1, predict the reactants needed to synthesize it. (4) Given the product [NH:35]1[CH2:36][CH2:37][CH2:38][C@H:34]1[CH2:33][N:31]1[N:30]=[N:29][C:28]([C:25]2[CH:24]=[CH:23][C:22]([C:15]3([C:12]4[CH:11]=[CH:10][C:9]([O:8][CH2:7][C:2]5[CH:3]=[CH:4][CH:5]=[CH:6][N:1]=5)=[CH:14][CH:13]=4)[CH2:20][CH:19]4[CH2:21][CH:16]3[CH2:17][CH2:18]4)=[CH:27][CH:26]=2)=[N:32]1, predict the reactants needed to synthesize it. The reactants are: [N:1]1[CH:6]=[CH:5][CH:4]=[CH:3][C:2]=1[CH2:7][O:8][C:9]1[CH:14]=[CH:13][C:12]([C:15]2([C:22]3[CH:27]=[CH:26][C:25]([C:28]4[N:29]=[N:30][N:31]([CH2:33][C@@H:34]5[CH2:38][CH2:37][CH2:36][N:35]5C(OC(C)(C)C)=O)[N:32]=4)=[CH:24][CH:23]=3)[CH2:20][CH:19]3[CH2:21][CH:16]2[CH2:17][CH2:18]3)=[CH:11][CH:10]=1.N(C(OCC)=O)NC(OCC)=O.